This data is from Aqueous solubility values for 9,982 compounds from the AqSolDB database. The task is: Regression/Classification. Given a drug SMILES string, predict its absorption, distribution, metabolism, or excretion properties. Task type varies by dataset: regression for continuous measurements (e.g., permeability, clearance, half-life) or binary classification for categorical outcomes (e.g., BBB penetration, CYP inhibition). For this dataset (solubility_aqsoldb), we predict Y. (1) The drug is ClC1CCCCC1. The Y is -2.38 log mol/L. (2) The molecule is O=Cc1cc(O)ccc1O. The Y is -1.00 log mol/L. (3) The compound is COc1ccc2cc(C(C)C(=O)OCCN3CCNCC3)ccc2c1. The Y is -1.52 log mol/L.